This data is from Reaction yield outcomes from USPTO patents with 853,638 reactions. The task is: Predict the reaction yield, written as a fraction of the theoretical maximum amount of product (1.0 means a 100% yield; for example, 0.34 means a 34% yield). (1) The reactants are [CH2:1]([O:3][C:4]([C:6]1[C:7]([CH3:19])=[C:8](C(OC(C)(C)C)=O)[NH:9][C:10]=1[CH3:11])=[O:5])[CH3:2].C(O)C.Cl. The product is [CH2:1]([O:3][C:4]([C:6]1[C:7]([CH3:19])=[CH:8][NH:9][C:10]=1[CH3:11])=[O:5])[CH3:2]. The catalyst is O. The yield is 0.870. (2) No catalyst specified. The reactants are C([C:8]1[CH:16]=[CH:15][C:11]([C:12](O)=[O:13])=[CH:10][C:9]=1[C:17]([NH:19][C:20]1[CH:25]=[C:24]([C:26]([F:29])([F:28])[F:27])[CH:23]=[C:22]([C:30]([F:33])([F:32])[F:31])[CH:21]=1)=[O:18])C1C=CC=CC=1.[NH:34]1[CH2:39][CH2:38][CH2:37][CH2:36][CH2:35]1. The yield is 0.564. The product is [CH2:12]([O:13][C:8]1[CH:16]=[CH:15][C:11]([C:12]([N:34]2[CH2:39][CH2:38][CH2:37][CH2:36][CH2:35]2)=[O:13])=[CH:10][C:9]=1[C:17]([NH:19][C:20]1[CH:25]=[C:24]([C:26]([F:28])([F:27])[F:29])[CH:23]=[C:22]([C:30]([F:31])([F:32])[F:33])[CH:21]=1)=[O:18])[C:11]1[CH:15]=[CH:16][CH:8]=[CH:9][CH:10]=1. (3) The product is [NH2:1][C:2]1[N:29]=[CH:28][C:27]([CH:31]=[CH2:32])=[CH:26][C:3]=1[C:4]([C:6]1[N:11]=[C:10]([N:12]2[CH2:18][CH2:17][CH2:16][N:15]([C:19](=[O:25])[CH2:20][C:21]([F:24])([F:23])[F:22])[CH2:14][CH2:13]2)[CH:9]=[CH:8][CH:7]=1)=[O:5]. The catalyst is C(O)C.C1(C)C=CC=CC=1.C1C=CC([P]([Pd]([P](C2C=CC=CC=2)(C2C=CC=CC=2)C2C=CC=CC=2)([P](C2C=CC=CC=2)(C2C=CC=CC=2)C2C=CC=CC=2)[P](C2C=CC=CC=2)(C2C=CC=CC=2)C2C=CC=CC=2)(C2C=CC=CC=2)C2C=CC=CC=2)=CC=1. The yield is 0.210. The reactants are [NH2:1][C:2]1[N:29]=[CH:28][C:27](Br)=[CH:26][C:3]=1[C:4]([C:6]1[N:11]=[C:10]([N:12]2[CH2:18][CH2:17][CH2:16][N:15]([C:19](=[O:25])[CH2:20][C:21]([F:24])([F:23])[F:22])[CH2:14][CH2:13]2)[CH:9]=[CH:8][CH:7]=1)=[O:5].[CH:31](B1OC(C)(C)C(C)(C)O1)=[CH2:32].C(=O)([O-])[O-].[Na+].[Na+]. (4) The reactants are [CH2:1]([S:3](Cl)(=[O:5])=[O:4])[CH3:2].[Br:7][C:8]1[CH:9]=[C:10]([CH:12]=[CH:13][C:14]=1[O:15][CH2:16][CH:17]1[CH2:19][CH2:18]1)[NH2:11].N1C=CC=CC=1.Cl. The catalyst is C(Cl)Cl. The product is [Br:7][C:8]1[CH:9]=[C:10]([NH:11][S:3]([CH2:1][CH3:2])(=[O:5])=[O:4])[CH:12]=[CH:13][C:14]=1[O:15][CH2:16][CH:17]1[CH2:19][CH2:18]1. The yield is 0.980. (5) The reactants are [OH:1][C:2]1[CH:6]=[C:5]([C:7]([F:10])([F:9])[F:8])[S:4][C:3]=1[CH2:11][N:12]1[C:20]2[C:15](=[CH:16][CH:17]=[CH:18][CH:19]=2)[C:14]2([C:24]3=[CH:25][C:26]4[O:30][CH2:29][O:28][C:27]=4[CH:31]=[C:23]3[O:22][CH2:21]2)[C:13]1=[O:32].[OH-].[Na+].I[CH3:36]. The catalyst is CN(C)C=O. The product is [CH3:36][O:1][C:2]1[CH:6]=[C:5]([C:7]([F:8])([F:9])[F:10])[S:4][C:3]=1[CH2:11][N:12]1[C:20]2[C:15](=[CH:16][CH:17]=[CH:18][CH:19]=2)[C:14]2([C:24]3=[CH:25][C:26]4[O:30][CH2:29][O:28][C:27]=4[CH:31]=[C:23]3[O:22][CH2:21]2)[C:13]1=[O:32]. The yield is 0.810. (6) The yield is 0.970. The reactants are [CH3:1][C:2]1[C:6]2[CH:7]=[CH:8][CH:9]=[CH:10][C:5]=2[O:4][C:3]=1[CH:11]([NH:20][C:21]1[CH:26]=[CH:25][C:24]([C:27]([NH:29][CH2:30][CH2:31][C:32]([O:34]CC)=[O:33])=[O:28])=[CH:23][CH:22]=1)[CH2:12][O:13][C:14]1[CH:19]=[CH:18][CH:17]=[CH:16][CH:15]=1.O1CCCC1.[OH-].[Na+]. The catalyst is C(O)C. The product is [CH3:1][C:2]1[C:6]2[CH:7]=[CH:8][CH:9]=[CH:10][C:5]=2[O:4][C:3]=1[CH:11]([NH:20][C:21]1[CH:22]=[CH:23][C:24]([C:27]([NH:29][CH2:30][CH2:31][C:32]([OH:34])=[O:33])=[O:28])=[CH:25][CH:26]=1)[CH2:12][O:13][C:14]1[CH:19]=[CH:18][CH:17]=[CH:16][CH:15]=1. (7) The reactants are [Cl:1][C:2]1[CH:7]=[C:6]([Cl:8])[CH:5]=[CH:4][C:3]=1[C:9]1[N:10]([C:28]2[CH:33]=[CH:32][C:31]([OH:34])=[CH:30][CH:29]=2)[C:11]([CH3:27])=[C:12]([C:14]([NH:16][C:17]2[CH:22]=[CH:21][C:20]([C:23]([F:26])([F:25])[F:24])=[CH:19][N:18]=2)=[O:15])[N:13]=1.C(N(CC)CC)C.[CH3:42][CH:43]([CH3:50])[CH2:44][CH2:45][S:46](Cl)(=[O:48])=[O:47].O. The product is [CH3:42][CH:43]([CH3:50])[CH2:44][CH2:45][S:46]([O:34][C:31]1[CH:30]=[CH:29][C:28]([N:10]2[C:11]([CH3:27])=[C:12]([C:14]([NH:16][C:17]3[CH:22]=[CH:21][C:20]([C:23]([F:24])([F:25])[F:26])=[CH:19][N:18]=3)=[O:15])[N:13]=[C:9]2[C:3]2[CH:4]=[CH:5][C:6]([Cl:8])=[CH:7][C:2]=2[Cl:1])=[CH:33][CH:32]=1)(=[O:48])=[O:47]. The yield is 0.460. The catalyst is ClCCl.